From a dataset of Forward reaction prediction with 1.9M reactions from USPTO patents (1976-2016). Predict the product of the given reaction. (1) Given the reactants [C:1]([C:5]1[CH:14]=[CH:13][C:12]([NH:15][C:16]2[C:25]3[C:20](=[CH:21][C:22]([C:26]4[C:31]([C:32]([F:35])([F:34])[F:33])=[CH:30][CH:29]=[CH:28][N:27]=4)=[CH:23][CH:24]=3)[N:19]=[CH:18][N:17]=2)=[CH:11][C:6]=1[O:7][CH2:8][CH2:9][OH:10])([CH3:4])([CH3:3])[CH3:2].C(N(CC)CC)C.CS(Cl)(=O)=O.[P:48]([O-])([O:58][CH2:59][C:60]1[CH:65]=[CH:64][CH:63]=[CH:62][CH:61]=1)([O:50][CH2:51][C:52]1[CH:57]=[CH:56][CH:55]=[CH:54][CH:53]=1)=[O:49], predict the reaction product. The product is: [CH2:59]([O:58][P:48](=[O:49])([O:50][CH2:51][C:52]1[CH:53]=[CH:54][CH:55]=[CH:56][CH:57]=1)[O:10][CH2:9][CH2:8][O:7][C:6]1[CH:11]=[C:12]([NH:15][C:16]2[C:25]3[C:20](=[CH:21][C:22]([C:26]4[C:31]([C:32]([F:34])([F:35])[F:33])=[CH:30][CH:29]=[CH:28][N:27]=4)=[CH:23][CH:24]=3)[N:19]=[CH:18][N:17]=2)[CH:13]=[CH:14][C:5]=1[C:1]([CH3:4])([CH3:2])[CH3:3])[C:60]1[CH:61]=[CH:62][CH:63]=[CH:64][CH:65]=1. (2) Given the reactants C(OC([NH:11][C:12]12[CH2:19][CH2:18][C:15]([C:20]([O:22][CH3:23])=[O:21])([CH2:16][CH2:17]1)[CH2:14][CH2:13]2)=O)C1C=CC=CC=1, predict the reaction product. The product is: [NH2:11][C:12]12[CH2:17][CH2:16][C:15]([C:20]([O:22][CH3:23])=[O:21])([CH2:14][CH2:13]1)[CH2:18][CH2:19]2. (3) Given the reactants [NH2:1][C@H:2]1[CH2:7][CH2:6][N:5]([C:8]([O:10][C:11]([CH3:14])([CH3:13])[CH3:12])=[O:9])[CH2:4][C@H:3]1[C:15]1[CH:20]=[CH:19][C:18]([F:21])=[CH:17][CH:16]=1.[CH:22]([C:24]1[CH:25]=[C:26]([C:32]2[CH:37]=[CH:36][C:35]([C:38]#[N:39])=[CH:34][CH:33]=2)[CH:27]=[CH:28][C:29]=1[O:30][CH3:31])=O.[BH-](OC(C)=O)(OC(C)=O)OC(C)=O.[Na+].C(=O)([O-])O.[Na+], predict the reaction product. The product is: [C:38]([C:35]1[CH:34]=[CH:33][C:32]([C:26]2[CH:27]=[CH:28][C:29]([O:30][CH3:31])=[C:24]([CH2:22][NH:1][C@H:2]3[CH2:7][CH2:6][N:5]([C:8]([O:10][C:11]([CH3:14])([CH3:13])[CH3:12])=[O:9])[CH2:4][C@H:3]3[C:15]3[CH:16]=[CH:17][C:18]([F:21])=[CH:19][CH:20]=3)[CH:25]=2)=[CH:37][CH:36]=1)#[N:39]. (4) Given the reactants [C:1]([O:5][C:6]([N:8]1[CH2:13][CH2:12][C:11](=O)[CH:10]([C:15]([CH:17]2[CH2:21][CH:20]=[CH:19][CH2:18]2)=O)[CH2:9]1)=[O:7])([CH3:4])([CH3:3])[CH3:2].[NH2:22][NH2:23].O, predict the reaction product. The product is: [CH:17]1([C:15]2[C:10]3[CH2:9][N:8]([C:6]([O:5][C:1]([CH3:4])([CH3:3])[CH3:2])=[O:7])[CH2:13][CH2:12][C:11]=3[NH:23][N:22]=2)[CH2:21][CH:20]=[CH:19][CH2:18]1.